From a dataset of Full USPTO retrosynthesis dataset with 1.9M reactions from patents (1976-2016). Predict the reactants needed to synthesize the given product. (1) Given the product [Cl:22][C:17]1[N:18]=[CH:19][C:20]2[NH:21][C:7](=[O:6])[CH:8]([CH3:23])[CH:9]([CH3:10])[N:11]([CH:12]3[CH2:14][CH2:13]3)[C:15]=2[N:16]=1, predict the reactants needed to synthesize it. The reactants are: C(O)C.C([O:6][C:7](=O)[CH:8]([CH3:23])[CH:9]([N:11]([C:15]1[C:20]([NH2:21])=[CH:19][N:18]=[C:17]([Cl:22])[N:16]=1)[CH:12]1[CH2:14][CH2:13]1)[CH3:10])C. (2) Given the product [F:1][C:2]1[CH:7]=[CH:6][C:5]([C:8]2[O:9][C:10]3[CH:20]=[C:19]([N:21]([CH3:26])[S:22]([CH3:25])(=[O:24])=[O:23])[C:18]([CH:27]4[CH2:31][N:30]([C:32]([O:34][C:35]([CH3:37])([CH3:38])[CH3:36])=[O:33])[C@H:29]([C:39]([O:41][CH3:42])=[O:40])[CH2:28]4)=[CH:17][C:11]=3[C:12]=2[C:13](=[O:16])[NH:14][CH3:15])=[CH:4][CH:3]=1, predict the reactants needed to synthesize it. The reactants are: [F:1][C:2]1[CH:7]=[CH:6][C:5]([C:8]2[O:9][C:10]3[CH:20]=[C:19]([N:21]([CH3:26])[S:22]([CH3:25])(=[O:24])=[O:23])[C:18]([C:27]4[CH2:31][N:30]([C:32]([O:34][C:35]([CH3:38])([CH3:37])[CH3:36])=[O:33])[C@H:29]([C:39]([O:41][CH3:42])=[O:40])[CH:28]=4)=[CH:17][C:11]=3[C:12]=2[C:13](=[O:16])[NH:14][CH3:15])=[CH:4][CH:3]=1.